This data is from TCR-epitope binding with 47,182 pairs between 192 epitopes and 23,139 TCRs. The task is: Binary Classification. Given a T-cell receptor sequence (or CDR3 region) and an epitope sequence, predict whether binding occurs between them. The epitope is GLCTLVAML. The TCR CDR3 sequence is CASSQSGDDPPFRQPQHF. Result: 0 (the TCR does not bind to the epitope).